This data is from CYP2C19 inhibition data for predicting drug metabolism from PubChem BioAssay. The task is: Regression/Classification. Given a drug SMILES string, predict its absorption, distribution, metabolism, or excretion properties. Task type varies by dataset: regression for continuous measurements (e.g., permeability, clearance, half-life) or binary classification for categorical outcomes (e.g., BBB penetration, CYP inhibition). Dataset: cyp2c19_veith. (1) The compound is Cc1cccc(OCCn2c(-c3ccco3)nc3ccccc32)c1. The result is 1 (inhibitor). (2) The compound is Cc1ccc(-n2c([O-])nc(-[n+]3ccccc3)c2C=O)cc1. The result is 1 (inhibitor). (3) The molecule is CN(C)c1ncc2ncc(=O)n(CCC#N)c2n1. The result is 0 (non-inhibitor). (4) The compound is CS(=O)(=O)N(CC(=O)Nc1c(F)cccc1F)c1ccc(C23CC4CC(CC(C4)C2)C3)cc1. The result is 1 (inhibitor). (5) The molecule is N#Cc1cccc(NC(=O)N2CC[C@@]3(CCCN(C(=O)c4csnn4)C3)C2)c1. The result is 0 (non-inhibitor). (6) The compound is COc1ccc(C(=O)N2CCC3(CCCN(Cc4ccccc4)C3)CC2)cc1. The result is 0 (non-inhibitor).